From a dataset of hERG potassium channel inhibition data for cardiac toxicity prediction from Karim et al.. Regression/Classification. Given a drug SMILES string, predict its toxicity properties. Task type varies by dataset: regression for continuous values (e.g., LD50, hERG inhibition percentage) or binary classification for toxic/non-toxic outcomes (e.g., AMES mutagenicity, cardiotoxicity, hepatotoxicity). Dataset: herg_karim. (1) The compound is COc1ccc(NC(=O)c2ccc(C(=N)N(C)C)cc2N2CCC(C(=O)O)CC2)c(C(=O)Nc2ccc(Cl)cn2)c1. The result is 0 (non-blocker). (2) The molecule is CN(C)C(=O)c1ccc(-c2ccc3c(c2)CCN(CCN2CCCC2)C3=O)cc1. The result is 0 (non-blocker).